From a dataset of Forward reaction prediction with 1.9M reactions from USPTO patents (1976-2016). Predict the product of the given reaction. (1) Given the reactants [CH2:1]([O:5][CH2:6][CH2:7][CH2:8][CH2:9][CH2:10][CH2:11]Br)[CH2:2][C:3]#[CH:4].[CH2:13]([NH2:20])[C:14]1[CH:19]=[CH:18][CH:17]=[CH:16][CH:15]=1, predict the reaction product. The product is: [CH2:13]([NH:20][CH2:11][CH2:10][CH2:9][CH2:8][CH2:7][CH2:6][O:5][CH2:1][CH2:2][C:3]#[CH:4])[C:14]1[CH:19]=[CH:18][CH:17]=[CH:16][CH:15]=1. (2) Given the reactants [OH:1][CH2:2][C:3]1[CH:8]=[CH:7][C:6]([C:9]2[CH:10]=[C:11]3[C:15](=[C:16]([C:18]([NH2:20])=[O:19])[CH:17]=2)[NH:14][N:13]=[C:12]3[CH:21]2[CH2:26][CH2:25][NH:24][CH2:23][CH2:22]2)=[CH:5][CH:4]=1.C(N(C(C)C)CC)(C)C.[CH3:36][N:37]1[CH:41]=[C:40]([S:42](Cl)(=[O:44])=[O:43])[N:39]=[C:38]1[CH3:46], predict the reaction product. The product is: [CH3:36][N:37]1[CH:41]=[C:40]([S:42]([N:24]2[CH2:25][CH2:26][CH:21]([C:12]3[C:11]4[C:15](=[C:16]([C:18]([NH2:20])=[O:19])[CH:17]=[C:9]([C:6]5[CH:5]=[CH:4][C:3]([CH2:2][OH:1])=[CH:8][CH:7]=5)[CH:10]=4)[NH:14][N:13]=3)[CH2:22][CH2:23]2)(=[O:44])=[O:43])[N:39]=[C:38]1[CH3:46]. (3) Given the reactants [C:1]([O:5][C:6]([NH:8][CH:9]([CH2:13][C:14]1[CH:19]=[CH:18][C:17]([O:20][C:21]2[CH:26]=[CH:25][C:24]([CH:27]=[C:28]3C4C(=CC=CC=4)N[C:29]3=[O:37])=[CH:23][CH:22]=2)=[CH:16][CH:15]=1)[C:10]([OH:12])=O)=[O:7])([CH3:4])([CH3:3])[CH3:2].C([N:40](CC)CC)C.CN([P+](ON1N=[N:63][C:58]2[CH:59]=[CH:60][CH:61]=[CH:62][C:57]1=2)(N(C)C)N(C)C)C.F[P-](F)(F)(F)(F)F, predict the reaction product. The product is: [C:1]([O:5][C:6](=[O:7])[NH:8][CH:9]([C:10](=[O:12])[NH2:40])[CH2:13][C:14]1[CH:19]=[CH:18][C:17]([O:20][C:21]2[CH:26]=[CH:25][C:24]([CH:27]=[C:28]3[C:57]4[C:58](=[CH:59][CH:60]=[CH:61][CH:62]=4)[NH:63][C:29]3=[O:37])=[CH:23][CH:22]=2)=[CH:16][CH:15]=1)([CH3:4])([CH3:2])[CH3:3].